From a dataset of NCI-60 drug combinations with 297,098 pairs across 59 cell lines. Regression. Given two drug SMILES strings and cell line genomic features, predict the synergy score measuring deviation from expected non-interaction effect. (1) Drug 1: CC(CN1CC(=O)NC(=O)C1)N2CC(=O)NC(=O)C2. Drug 2: CC1C(C(CC(O1)OC2CC(OC(C2O)C)OC3=CC4=CC5=C(C(=O)C(C(C5)C(C(=O)C(C(C)O)O)OC)OC6CC(C(C(O6)C)O)OC7CC(C(C(O7)C)O)OC8CC(C(C(O8)C)O)(C)O)C(=C4C(=C3C)O)O)O)O. Cell line: SK-MEL-2. Synergy scores: CSS=27.9, Synergy_ZIP=-5.12, Synergy_Bliss=4.22, Synergy_Loewe=3.36, Synergy_HSA=3.39. (2) Drug 1: CC1OCC2C(O1)C(C(C(O2)OC3C4COC(=O)C4C(C5=CC6=C(C=C35)OCO6)C7=CC(=C(C(=C7)OC)O)OC)O)O. Drug 2: C1=CC(=CC=C1C#N)C(C2=CC=C(C=C2)C#N)N3C=NC=N3. Cell line: A498. Synergy scores: CSS=23.6, Synergy_ZIP=-3.60, Synergy_Bliss=-0.382, Synergy_Loewe=-9.25, Synergy_HSA=-0.869. (3) Drug 1: CC(C1=C(C=CC(=C1Cl)F)Cl)OC2=C(N=CC(=C2)C3=CN(N=C3)C4CCNCC4)N. Drug 2: C1CC(=O)NC(=O)C1N2C(=O)C3=CC=CC=C3C2=O. Cell line: HT29. Synergy scores: CSS=7.48, Synergy_ZIP=1.65, Synergy_Bliss=4.63, Synergy_Loewe=-2.66, Synergy_HSA=2.94. (4) Drug 1: C1=CC(=CC=C1CC(C(=O)O)N)N(CCCl)CCCl.Cl. Drug 2: CC1C(C(CC(O1)OC2CC(CC3=C2C(=C4C(=C3O)C(=O)C5=CC=CC=C5C4=O)O)(C(=O)C)O)N)O. Cell line: DU-145. Synergy scores: CSS=37.4, Synergy_ZIP=-0.107, Synergy_Bliss=0.137, Synergy_Loewe=-25.1, Synergy_HSA=-1.34.